This data is from Forward reaction prediction with 1.9M reactions from USPTO patents (1976-2016). The task is: Predict the product of the given reaction. Given the reactants Cl.[C:2]1([CH3:19])[CH:7]=[CH:6][CH:5]=[C:4]([N:8]2[C:12]([CH2:13][NH2:14])=[CH:11][C:10]([C:15]([F:18])([F:17])[F:16])=[N:9]2)[CH:3]=1.[F:20][C:21]1[CH:22]=[C:23]([NH:32][C:33](=O)[O:34]C2C=CC=CC=2)[CH:24]=[CH:25][C:26]=1[N:27]1[CH2:30][CH:29]([OH:31])[CH2:28]1, predict the reaction product. The product is: [F:20][C:21]1[CH:22]=[C:23]([NH:32][C:33]([NH:14][CH2:13][C:12]2[N:8]([C:4]3[CH:3]=[C:2]([CH3:19])[CH:7]=[CH:6][CH:5]=3)[N:9]=[C:10]([C:15]([F:17])([F:16])[F:18])[CH:11]=2)=[O:34])[CH:24]=[CH:25][C:26]=1[N:27]1[CH2:30][CH:29]([OH:31])[CH2:28]1.